The task is: Predict the product of the given reaction.. This data is from Forward reaction prediction with 1.9M reactions from USPTO patents (1976-2016). (1) Given the reactants [CH2:1]([S:3]([C:6]1[CH:7]=[CH:8][C:9]([O:38][C:39]2[C:44]([CH:45]=[CH:46][C:47]3[CH:52]=[CH:51][CH:50]=[CH:49][CH:48]=3)=[CH:43][CH:42]=[CH:41][C:40]=2[CH3:53])=[C:10]([C:12]2[C:13]3[CH:22]=[C:21]([C:23]([O:25]CC)=[O:24])[N:20](S(C4C=CC(C)=CC=4)(=O)=O)[C:14]=3[C:15](=[O:19])[N:16]([CH3:18])[CH:17]=2)[CH:11]=1)(=[O:5])=[O:4])[CH3:2].O.[OH-].[Li+].Cl, predict the reaction product. The product is: [CH2:1]([S:3]([C:6]1[CH:7]=[CH:8][C:9]([O:38][C:39]2[C:44]([CH:45]=[CH:46][C:47]3[CH:48]=[CH:49][CH:50]=[CH:51][CH:52]=3)=[CH:43][CH:42]=[CH:41][C:40]=2[CH3:53])=[C:10]([C:12]2[C:13]3[CH:22]=[C:21]([C:23]([OH:25])=[O:24])[NH:20][C:14]=3[C:15](=[O:19])[N:16]([CH3:18])[CH:17]=2)[CH:11]=1)(=[O:5])=[O:4])[CH3:2]. (2) The product is: [Br-:9].[CH3:7][CH:6]1[C:2]2[S:1][CH:5]=[CH:4][N+:3]=2[CH2:10][C:11](=[O:12])[O:8]1. Given the reactants [S:1]1[CH:5]=[CH:4][N:3]=[C:2]1[CH:6]([OH:8])[CH3:7].[Br:9][CH2:10][C:11](O)=[O:12].C(#N)C, predict the reaction product. (3) Given the reactants [Br:1][C:2]1[CH:3]=[C:4]([N+:17]([O-:19])=[O:18])[C:5]([CH:8](C(OC)=O)[C:9]([O:11][CH3:12])=[O:10])=[N:6][CH:7]=1.[Cl-].[Li+], predict the reaction product. The product is: [Br:1][C:2]1[CH:3]=[C:4]([N+:17]([O-:19])=[O:18])[C:5]([CH2:8][C:9]([O:11][CH3:12])=[O:10])=[N:6][CH:7]=1. (4) Given the reactants [NH2:1][C:2]1[C:3]([C:9]([NH:11][C:12]2[CH:13]=[N:14][CH:15]=[CH:16][C:17]=2[C@@H:18]2[CH2:23][C@H:22]([CH3:24])[C@:21]([OH:26])([CH3:25])[C@H:20]([O:27][Si:28]([C:31]([CH3:34])([CH3:33])[CH3:32])([CH3:30])[CH3:29])[CH2:19]2)=[O:10])=[N:4][C:5](Br)=[CH:6][CH:7]=1.[CH3:35][C:36]1([CH3:52])[C:40]([CH3:42])([CH3:41])[O:39][B:38]([B:38]2[O:39][C:40]([CH3:42])([CH3:41])[C:36]([CH3:52])([CH3:35])[O:37]2)[O:37]1.C1(P(C2CCCCC2)C2CCCCC2)CCCCC1, predict the reaction product. The product is: [NH2:1][C:2]1[C:3]([C:9]([NH:11][C:12]2[CH:13]=[N:14][CH:15]=[CH:16][C:17]=2[C@@H:18]2[CH2:23][C@H:22]([CH3:24])[C@:21]([OH:26])([CH3:25])[C@H:20]([O:27][Si:28]([C:31]([CH3:34])([CH3:33])[CH3:32])([CH3:30])[CH3:29])[CH2:19]2)=[O:10])=[N:4][C:5]([B:38]2[O:39][C:40]([CH3:42])([CH3:41])[C:36]([CH3:52])([CH3:35])[O:37]2)=[CH:6][CH:7]=1. (5) Given the reactants [C:1]([NH:9][C:10]1[S:11][CH2:12][C@@H:13]2[CH2:19][C@H:18]([C:20]([NH:22][CH2:23][CH:24]=[O:25])=O)[O:17][CH2:16][C@:14]2([C:26]2[CH:31]=[CH:30][C:29]([F:32])=[CH:28][C:27]=2[F:33])[N:15]=1)(=[O:8])[C:2]1[CH:7]=[CH:6][CH:5]=[CH:4][CH:3]=1.C1(C)C=CC=CC=1.CC[N+](S(N=C(OC)[O-])(=O)=O)(CC)CC, predict the reaction product. The product is: [F:33][C:27]1[CH:28]=[C:29]([F:32])[CH:30]=[CH:31][C:26]=1[C@:14]12[CH2:16][O:17][C@@H:18]([C:20]3[O:25][CH:24]=[CH:23][N:22]=3)[CH2:19][C@H:13]1[CH2:12][S:11][C:10]([NH:9][C:1](=[O:8])[C:2]1[CH:3]=[CH:4][CH:5]=[CH:6][CH:7]=1)=[N:15]2. (6) Given the reactants [OH:1][CH2:2][C:3]1[CH:4]=[N:5][C:6]([NH:9][C:10]2[CH:15]=[CH:14][CH:13]=[CH:12][CH:11]=2)=[N:7][CH:8]=1.N1C=CN=C1.[Si:21](Cl)([C:24]([CH3:27])([CH3:26])[CH3:25])([CH3:23])[CH3:22], predict the reaction product. The product is: [O:1]([CH2:2][C:3]1[CH:4]=[N:5][C:6]([NH:9][C:10]2[CH:11]=[CH:12][CH:13]=[CH:14][CH:15]=2)=[N:7][CH:8]=1)[Si:21]([C:24]([CH3:27])([CH3:26])[CH3:25])([CH3:23])[CH3:22]. (7) Given the reactants C=CO.[C:4]([O:7][CH2:8][CH2:9][CH2:10][CH2:11][CH2:12][CH2:13][CH2:14]/[CH:15]=[CH:16]\[CH2:17]CC)(=O)[CH3:5].[CH2:20](O)[CH2:21][CH2:22][CH2:23][CH2:24][CH2:25][CH2:26]/[CH:27]=C/C=C/C.C(OCCCC/C=C/CCCCCC)(=O)C, predict the reaction product. The product is: [CH2:8]([O:7][CH2:4][CH2:5][CH2:20][CH2:21][CH2:22][CH2:23][CH2:24][CH2:25][CH2:26][CH3:27])[CH2:9][CH2:10][CH2:11][CH2:12][CH2:13][CH2:14][CH2:15][CH2:16][CH3:17]. (8) Given the reactants [CH3:1][O:2][C:3](=[O:23])[C@H:4]([NH:15]C(OC(C)(C)C)=O)[CH2:5][C:6]1[C:14]2[C:9](=[CH:10][CH:11]=[CH:12][CH:13]=2)[NH:8][CH:7]=1.FC(F)(F)C(O)=O, predict the reaction product. The product is: [CH3:1][O:2][C:3](=[O:23])[C@H:4]([NH2:15])[CH2:5][C:6]1[C:14]2[C:9](=[CH:10][CH:11]=[CH:12][CH:13]=2)[NH:8][CH:7]=1. (9) Given the reactants [I-].C[P+]([C:16]1[CH:21]=[CH:20][CH:19]=[CH:18][CH:17]=1)([C:16]1[CH:21]=[CH:20][CH:19]=[CH:18][CH:17]=1)[C:16]1[CH:21]=[CH:20][CH:19]=[CH:18][CH:17]=1.[CH:22]1([C:28]([C:30]2C=CC=CC=2)=O)[CH2:27][CH2:26][CH2:25][CH2:24][CH2:23]1, predict the reaction product. The product is: [CH:22]1([C:28]([C:16]2[CH:17]=[CH:18][CH:19]=[CH:20][CH:21]=2)=[CH2:30])[CH2:27][CH2:26][CH2:25][CH2:24][CH2:23]1. (10) Given the reactants [C@H:1]1([NH:10][C:11]2[CH:20]=[CH:19][C:18]3[C:13](=[CH:14][CH:15]=[C:16]([NH2:21])[CH:17]=3)[N:12]=2)[C:9]2[C:4](=[CH:5][CH:6]=[CH:7][CH:8]=2)[CH2:3][CH2:2]1.C(O)(=O)C.[C:26]([O:30][C:31](=[O:37])[N:32]([CH3:36])[CH2:33][CH:34]=O)([CH3:29])([CH3:28])[CH3:27].C([BH3-])#N.[Na+].C([O-])(O)=O.[Na+], predict the reaction product. The product is: [C:26]([O:30][C:31](=[O:37])[N:32]([CH2:33][CH2:34][NH:21][C:16]1[CH:17]=[C:18]2[C:13](=[CH:14][CH:15]=1)[N:12]=[C:11]([NH:10][C@H:1]1[C:9]3[C:4](=[CH:5][CH:6]=[CH:7][CH:8]=3)[CH2:3][CH2:2]1)[CH:20]=[CH:19]2)[CH3:36])([CH3:29])([CH3:28])[CH3:27].